Regression. Given a peptide amino acid sequence and an MHC pseudo amino acid sequence, predict their binding affinity value. This is MHC class I binding data. From a dataset of Peptide-MHC class I binding affinity with 185,985 pairs from IEDB/IMGT. (1) The binding affinity (normalized) is 0.451. The MHC is Patr-A0901 with pseudo-sequence Patr-A0901. The peptide sequence is VYHGAGTRTIA. (2) The peptide sequence is KSLNRQTVSR. The MHC is HLA-A68:01 with pseudo-sequence HLA-A68:01. The binding affinity (normalized) is 0.182. (3) The peptide sequence is EGNLAQGFR. The MHC is HLA-A68:02 with pseudo-sequence HLA-A68:02. The binding affinity (normalized) is 0.0847.